This data is from Acute oral toxicity (LD50) regression data from Zhu et al.. The task is: Regression/Classification. Given a drug SMILES string, predict its toxicity properties. Task type varies by dataset: regression for continuous values (e.g., LD50, hERG inhibition percentage) or binary classification for toxic/non-toxic outcomes (e.g., AMES mutagenicity, cardiotoxicity, hepatotoxicity). Dataset: ld50_zhu. (1) The compound is CCOc1ccc2c(c1)C(C)=CC(C)(C)N2. The rat oral LD50 is 2.43, given as -log10 of the dose in mol/kg body weight (higher means more acutely toxic). (2) The rat oral LD50 is 2.38, given as -log10 of the dose in mol/kg body weight (higher means more acutely toxic). The molecule is CCOC(=S)C=Cc1ccc(OC)cc1. (3) The drug is CCOP(=S)(OCC)Oc1ccc(Cl)cc1Cl. The rat oral LD50 is 3.26, given as -log10 of the dose in mol/kg body weight (higher means more acutely toxic). (4) The molecule is CN(Sc1ccc(Cl)c(Cl)c1)C(=O)Oc1cccc2c1OC(C)(C)C2. The rat oral LD50 is 4.20, given as -log10 of the dose in mol/kg body weight (higher means more acutely toxic). (5) The compound is CC(C)c1cccc(C(C)C)c1N. The rat oral LD50 is 1.74, given as -log10 of the dose in mol/kg body weight (higher means more acutely toxic). (6) The drug is O=[N+]([O-])c1ccc(Nc2ccccc2)c(S(=O)(=O)O)c1. The rat oral LD50 is 2.13, given as -log10 of the dose in mol/kg body weight (higher means more acutely toxic). (7) The compound is CN(CO)C(=O)Oc1cccc2ccccc12. The rat oral LD50 is 1.64, given as -log10 of the dose in mol/kg body weight (higher means more acutely toxic). (8) The compound is CN(Cc1cnc2nc(N)nc(N)c2n1)c1ccc(C(=O)NC(CCC(=O)O)C(=O)O)cc1. The rat oral LD50 is 3.53, given as -log10 of the dose in mol/kg body weight (higher means more acutely toxic). (9) The compound is CCCCC(CC)(C(=O)OCC)C(=O)OCCN(CC)CC. The rat oral LD50 is 2.69, given as -log10 of the dose in mol/kg body weight (higher means more acutely toxic).